From a dataset of Full USPTO retrosynthesis dataset with 1.9M reactions from patents (1976-2016). Predict the reactants needed to synthesize the given product. (1) Given the product [N:62]1[CH:63]=[CH:64][C:59]([C:2]2[CH:3]=[CH:4][C:5]([NH:8][C:9]([N:11]3[C:15]4[N:16]=[C:17]([N:45]5[CH2:46][CH2:47][O:48][CH2:49][CH2:50]5)[N:18]=[C:19]([C:20]5[CH:25]=[N:24][C:23]([NH2:26])=[N:22][CH:21]=5)[C:14]=4[CH2:13][CH2:12]3)=[O:10])=[CH:6][CH:7]=2)=[CH:60][CH:61]=1, predict the reactants needed to synthesize it. The reactants are: I[C:2]1[CH:7]=[CH:6][C:5]([NH:8][C:9]([N:11]2[C:15]3[N:16]=[C:17]([N:45]4[CH2:50][CH2:49][O:48][CH2:47][CH2:46]4)[N:18]=[C:19]([C:20]4[CH:21]=[N:22][C:23]([N:26](CC5C=CC(OC)=CC=5)CC5C=CC(OC)=CC=5)=[N:24][CH:25]=4)[C:14]=3[CH2:13][CH2:12]2)=[O:10])=[CH:4][CH:3]=1.CC1(C)C(C)(C)OB([C:59]2[CH:64]=[CH:63][N:62]=[CH:61][CH:60]=2)O1. (2) Given the product [CH3:19][O:18][C:9]1[C:8]([CH3:20])=[CH:7][C:5]2[N:6]=[C:2]([N:22]([CH3:23])[CH3:21])[S:3][C:4]=2[CH:10]=1, predict the reactants needed to synthesize it. The reactants are: Br[C:2]1[S:3][C:4]2[C:10](C3C=CC(Cl)=CC=3)=[C:9]([O:18][CH3:19])[C:8]([CH3:20])=[CH:7][C:5]=2[N:6]=1.[CH3:21][NH:22][CH3:23].C1COCC1. (3) Given the product [CH2:1]([O:3][C:4]([C:5]1[N:11]=[N:12][N:15]([CH3:14])[C:6]=1[CH:8]1[CH2:10][CH2:9]1)=[O:13])[CH3:2], predict the reactants needed to synthesize it. The reactants are: [CH2:1]([O:3][C:4](=[O:13])[C:5](=[N+:11]=[N-:12])[C:6]([CH:8]1[CH2:10][CH2:9]1)=O)[CH3:2].[CH3:14][NH2:15].O. (4) Given the product [CH3:21][N:18]1[C:17]([CH2:22][N:23]2[CH2:24][CH2:25][N:26]([C@@H:29]([CH2:32][CH3:33])[CH2:30][OH:31])[CH2:27][CH2:28]2)=[N:16][C:15]2[C:19]1=[N:20][C:12]([N:3]1[C:4]3[CH:10]=[CH:9][CH:8]=[CH:7][C:5]=3[N:6]=[C:2]1[CH3:1])=[N:13][C:14]=2[N:34]1[CH2:39][CH2:38][O:37][CH2:36][CH2:35]1, predict the reactants needed to synthesize it. The reactants are: [CH3:1][C:2]1[NH:3][C:4]2[CH:10]=[CH:9][CH:8]=[CH:7][C:5]=2[N:6]=1.Cl[C:12]1[N:20]=[C:19]2[C:15]([N:16]=[C:17]([CH2:22][N:23]3[CH2:28][CH2:27][N:26]([CH:29]([CH2:32][CH3:33])[CH2:30][OH:31])[CH2:25][CH2:24]3)[N:18]2[CH3:21])=[C:14]([N:34]2[CH2:39][CH2:38][O:37][CH2:36][CH2:35]2)[N:13]=1. (5) Given the product [CH3:8][O:7][C:1](=[O:6])[C:2](=[O:4])[CH2:20][C:19]([C:16]1[CH:15]=[CH:14][C:13]([CH3:12])=[CH:18][N:17]=1)=[O:21], predict the reactants needed to synthesize it. The reactants are: [C:1]([O:7][CH3:8])(=[O:6])[C:2]([O:4]C)=O.C[O-].[Na+].[CH3:12][C:13]1[CH:14]=[CH:15][C:16]([C:19](=[O:21])[CH3:20])=[N:17][CH:18]=1.O. (6) Given the product [CH3:33][O:32][C:29]1[CH:30]=[C:31]2[C:26](=[CH:27][C:28]=1[O:34][CH3:35])[N:25]=[CH:24][N:23]=[C:22]2[O:1][C:2]1[CH:3]=[C:4]2[C:9](=[CH:10][CH:11]=1)[C:8]([C:12]([OH:14])=[O:13])=[CH:7][CH:6]=[CH:5]2, predict the reactants needed to synthesize it. The reactants are: [OH:1][C:2]1[CH:3]=[C:4]2[C:9](=[CH:10][CH:11]=1)[C:8]([C:12]([OH:14])=[O:13])=[CH:7][CH:6]=[CH:5]2.C(=O)([O-])[O-].[Cs+].[Cs+].Cl[C:22]1[C:31]2[C:26](=[CH:27][C:28]([O:34][CH3:35])=[C:29]([O:32][CH3:33])[CH:30]=2)[N:25]=[CH:24][N:23]=1.Cl. (7) Given the product [Cl:48][CH2:47][CH2:46][CH2:45][N:1]1[C:9]2[C:4](=[CH:5][CH:6]=[CH:7][CH:8]=2)[C:3]2([C:13]3=[CH:14][C:15]4[O:19][CH2:18][O:17][C:16]=4[CH:20]=[C:12]3[O:11][CH2:10]2)[C:2]1=[O:21], predict the reactants needed to synthesize it. The reactants are: [NH:1]1[C:9]2[C:4](=[CH:5][CH:6]=[CH:7][CH:8]=2)[C:3]2([C:13]3=[CH:14][C:15]4[O:19][CH2:18][O:17][C:16]=4[CH:20]=[C:12]3[O:11][CH2:10]2)[C:2]1=[O:21].BrC1C=CC=C2C=1C1(C3=CC4OCOC=4C=C3OC1)C(=O)N2.Br[CH2:45][CH2:46][CH2:47][Cl:48].BrCC1OC(C(F)(F)F)=CC=1.